This data is from Full USPTO retrosynthesis dataset with 1.9M reactions from patents (1976-2016). The task is: Predict the reactants needed to synthesize the given product. (1) Given the product [OH:14][CH2:13][CH2:12][C@H:11]([NH:15][C:16]([C:18]1[C:19]2[CH:26]=[N:25][N:24]([C:27]3[CH:28]=[CH:29][C:30]([F:33])=[CH:31][CH:32]=3)[C:20]=2[CH:21]=[N:22][CH:23]=1)=[O:17])[C:9]1[CH:8]=[CH:7][N:6]=[C:5]([S:2]([CH3:1])(=[O:3])=[O:4])[CH:10]=1, predict the reactants needed to synthesize it. The reactants are: [CH3:1][S:2]([C:5]1[CH:10]=[C:9]([C@@H:11]([NH:15][C:16]([C:18]2[C:19]3[CH:26]=[N:25][N:24]([C:27]4[CH:32]=[CH:31][C:30]([F:33])=[CH:29][CH:28]=4)[C:20]=3[CH:21]=[N:22][CH:23]=2)=[O:17])[CH2:12][CH:13]=[O:14])[CH:8]=[CH:7][N:6]=1)(=[O:4])=[O:3].ClC(Cl)C.C(O[BH-](OC(=O)C)OC(=O)C)(=O)C.[Na+]. (2) Given the product [F:24][C:5]1[CH:6]=[C:7]([C:8]2[CH:17]=[C:16]3[C:11]([CH:12]=[C:13]([NH:18][C:19]([CH:21]4[CH2:23][CH2:22]4)=[O:20])[N:14]=[CH:15]3)=[CH:10][CH:9]=2)[C:2]([CH3:25])=[N:3][CH:4]=1, predict the reactants needed to synthesize it. The reactants are: Cl[C:2]1[C:7]([C:8]2[CH:17]=[C:16]3[C:11]([CH:12]=[C:13]([NH:18][C:19]([CH:21]4[CH2:23][CH2:22]4)=[O:20])[N:14]=[CH:15]3)=[CH:10][CH:9]=2)=[CH:6][C:5]([F:24])=[CH:4][N:3]=1.[CH3:25]B1OB(C)OB(C)O1.C(=O)([O-])[O-].[K+].[K+].O1CCOCC1. (3) Given the product [CH3:1][C:2]1[C:6]([CH2:7][N:8]2[CH:12]=[C:11]([N:13]3[C:17](=[O:18])[C:16]([CH3:19])([CH3:20])[N:15]([CH2:24][C:25]4[CH:30]=[CH:29][C:28]([O:31][CH3:32])=[CH:27][CH:26]=4)[C:14]3=[O:21])[CH:10]=[N:9]2)=[C:5]([CH3:22])[O:4][N:3]=1, predict the reactants needed to synthesize it. The reactants are: [CH3:1][C:2]1[C:6]([CH2:7][N:8]2[CH:12]=[C:11]([N:13]3[C:17](=[O:18])[C:16]([CH3:20])([CH3:19])[NH:15][C:14]3=[O:21])[CH:10]=[N:9]2)=[C:5]([CH3:22])[O:4][N:3]=1.Br[CH2:24][C:25]1[CH:30]=[CH:29][C:28]([O:31][CH3:32])=[CH:27][CH:26]=1. (4) The reactants are: [F:1][CH:2]([C:6]1[CH:11]=[C:10]([F:12])[CH:9]=[C:8]([F:13])[CH:7]=1)[C:3]([OH:5])=O.[NH2:14][C@H:15]([C:17]([NH:19][CH:20]1[N:26]=[C:25]([C:27]2[CH:32]=[CH:31][CH:30]=[CH:29][CH:28]=2)[C:24]2[CH:33]=[CH:34][CH:35]=[CH:36][C:23]=2[N:22]([CH3:37])[C:21]1=[O:38])=[O:18])[CH3:16]. Given the product [F:13][C:8]1[CH:7]=[C:6]([CH:2]([F:1])[C:3]([NH:14][C@H:15]([C:17]([NH:19][CH:20]2[N:26]=[C:25]([C:27]3[CH:32]=[CH:31][CH:30]=[CH:29][CH:28]=3)[C:24]3[CH:33]=[CH:34][CH:35]=[CH:36][C:23]=3[N:22]([CH3:37])[C:21]2=[O:38])=[O:18])[CH3:16])=[O:5])[CH:11]=[C:10]([F:12])[CH:9]=1, predict the reactants needed to synthesize it.